Dataset: CYP2C19 inhibition data for predicting drug metabolism from PubChem BioAssay. Task: Regression/Classification. Given a drug SMILES string, predict its absorption, distribution, metabolism, or excretion properties. Task type varies by dataset: regression for continuous measurements (e.g., permeability, clearance, half-life) or binary classification for categorical outcomes (e.g., BBB penetration, CYP inhibition). Dataset: cyp2c19_veith. The compound is COc1ccc2cc3cc(C(=O)NCc4ccc5c(c4)OCO5)oc3nc2c1. The result is 1 (inhibitor).